This data is from NCI-60 drug combinations with 297,098 pairs across 59 cell lines. The task is: Regression. Given two drug SMILES strings and cell line genomic features, predict the synergy score measuring deviation from expected non-interaction effect. (1) Drug 1: C1CCC(CC1)NC(=O)N(CCCl)N=O. Drug 2: CS(=O)(=O)CCNCC1=CC=C(O1)C2=CC3=C(C=C2)N=CN=C3NC4=CC(=C(C=C4)OCC5=CC(=CC=C5)F)Cl. Cell line: SK-OV-3. Synergy scores: CSS=23.1, Synergy_ZIP=-3.29, Synergy_Bliss=1.95, Synergy_Loewe=-6.88, Synergy_HSA=2.52. (2) Drug 1: CC12CCC3C(C1CCC2=O)CC(=C)C4=CC(=O)C=CC34C. Drug 2: CCC1(C2=C(COC1=O)C(=O)N3CC4=CC5=C(C=CC(=C5CN(C)C)O)N=C4C3=C2)O.Cl. Cell line: MCF7. Synergy scores: CSS=25.9, Synergy_ZIP=-2.90, Synergy_Bliss=0.697, Synergy_Loewe=-4.74, Synergy_HSA=0.306.